From a dataset of Catalyst prediction with 721,799 reactions and 888 catalyst types from USPTO. Predict which catalyst facilitates the given reaction. (1) Reactant: [C:1]([Cl:4])(=O)C.[NH2:5][C:6]1([C:11]([OH:13])=[O:12])[CH2:10][CH2:9][CH2:8][CH2:7]1. Product: [ClH:4].[CH3:1][O:12][C:11](=[O:13])[C:6]1([CH2:10][CH2:9][CH2:8][CH2:7]1)[NH2:5]. The catalyst class is: 5. (2) Reactant: Cl[CH2:2][CH2:3][CH2:4][CH2:5][CH2:6][O:7][C:8]1[CH:15]=[CH:14][C:11]([C:12]#[N:13])=[CH:10][CH:9]=1.CC(=O)CC.[I-:21].[Na+]. Product: [I:21][CH2:2][CH2:3][CH2:4][CH2:5][CH2:6][O:7][C:8]1[CH:15]=[CH:14][C:11]([C:12]#[N:13])=[CH:10][CH:9]=1. The catalyst class is: 413. (3) Reactant: [C:1]1([C:6]([OH:8])=O)[CH2:5][CH2:4][CH2:3][CH:2]=1.[Cl-].[CH2:10]([NH2:12])[CH3:11]. Product: [C:1]1([C:6]([NH:12][CH2:10][CH3:11])=[O:8])[CH2:5][CH2:4][CH2:3][CH:2]=1. The catalyst class is: 48. (4) Reactant: [F:1][CH2:2][C:3]1([C:13]([O:15]CC2C=CC=CC=2)=[O:14])[CH2:8][CH2:7][C:6]([C:9]([O:11][CH3:12])=[O:10])=[CH:5][CH2:4]1.[H][H]. Product: [F:1][CH2:2][C:3]1([C:13]([OH:15])=[O:14])[CH2:4][CH2:5][CH:6]([C:9]([O:11][CH3:12])=[O:10])[CH2:7][CH2:8]1. The catalyst class is: 63. (5) Reactant: [F:1][C:2]1[CH:7]=[CH:6][C:5]([C:8]2[CH:13]=[CH:12][CH:11]=[CH:10][C:9]=2[C:14]2[CH:19]=[CH:18][C:17](SC)=[CH:16][CH:15]=2)=[CH:4][CH:3]=1.Cl[C:23]1C=C(C=CC=1)C(OO)=O.[O-:33][S:34]([O-:36])=O.[Na+].[Na+]. Product: [F:1][C:2]1[CH:3]=[CH:4][C:5]([C:8]2[CH:13]=[CH:12][CH:11]=[CH:10][C:9]=2[C:14]2[CH:15]=[CH:16][C:17]([S:34]([CH3:23])(=[O:36])=[O:33])=[CH:18][CH:19]=2)=[CH:6][CH:7]=1. The catalyst class is: 2.